This data is from Reaction yield outcomes from USPTO patents with 853,638 reactions. The task is: Predict the reaction yield, written as a fraction of the theoretical maximum amount of product (1.0 means a 100% yield; for example, 0.34 means a 34% yield). (1) The reactants are FC(F)(F)S(O[C:7]1[CH:8]=[CH:9][C:10]2[O:14][C:13]([C:15]3[CH:20]=[CH:19][C:18]([F:21])=[CH:17][CH:16]=3)=[C:12]([C:22](=[O:25])[NH:23][CH3:24])[C:11]=2[CH:26]=1)(=O)=O.O1CCOCC1.B([C:38]1[CH:39]=[C:40]([CH:44]=[CH:45][C:46]=1[Cl:47])[C:41]([OH:43])=[O:42])(O)O.C(=O)([O-])[O-].[Cs+].[Cs+]. The catalyst is Cl.C1C=CC([P]([Pd]([P](C2C=CC=CC=2)(C2C=CC=CC=2)C2C=CC=CC=2)([P](C2C=CC=CC=2)(C2C=CC=CC=2)C2C=CC=CC=2)[P](C2C=CC=CC=2)(C2C=CC=CC=2)C2C=CC=CC=2)(C2C=CC=CC=2)C2C=CC=CC=2)=CC=1.O. The product is [Cl:47][C:46]1[C:45]([C:7]2[CH:8]=[CH:9][C:10]3[O:14][C:13]([C:15]4[CH:20]=[CH:19][C:18]([F:21])=[CH:17][CH:16]=4)=[C:12]([C:22](=[O:25])[NH:23][CH3:24])[C:11]=3[CH:26]=2)=[CH:44][C:40]([C:41]([OH:43])=[O:42])=[CH:39][CH:38]=1. The yield is 1.00. (2) The reactants are [Br:1][C:2]1[CH:11]=[CH:10][C:5]2[N:6]=[C:7]([NH2:9])[S:8][C:4]=2[CH:3]=1.[CH3:12][C:13](=O)[CH2:14][CH2:15][C:16](=O)[CH3:17].CC1C=CC(S([O-])(=O)=O)=CC=1.C1C=C[NH+]=CC=1.O. The catalyst is C1C=CC=CC=1. The product is [Br:1][C:2]1[CH:11]=[CH:10][C:5]2[N:6]=[C:7]([N:9]3[C:16]([CH3:17])=[CH:15][CH:14]=[C:13]3[CH3:12])[S:8][C:4]=2[CH:3]=1. The yield is 0.840. (3) The reactants are Cl.[F:2][C:3]1[CH:4]=[C:5]2[C:10](=[CH:11][CH:12]=1)[N:9]=[CH:8][CH:7]=[C:6]2[N:13]1[CH2:18][CH2:17][CH:16]([NH2:19])[CH2:15][CH2:14]1.CCN(C(C)C)C(C)C.[N:29]([C:32]1[CH:37]=[CH:36][C:35]([CH3:38])=[CH:34][CH:33]=1)=[C:30]=[O:31]. The catalyst is C1COCC1.CS(C)=O. The product is [F:2][C:3]1[CH:4]=[C:5]2[C:10](=[CH:11][CH:12]=1)[N:9]=[CH:8][CH:7]=[C:6]2[N:13]1[CH2:18][CH2:17][CH:16]([NH:19][C:30]([NH:29][C:32]2[CH:37]=[CH:36][C:35]([CH3:38])=[CH:34][CH:33]=2)=[O:31])[CH2:15][CH2:14]1. The yield is 0.600. (4) The reactants are Cl[C:2]1[CH:11]=[C:10]2[C:5]([CH:6]=[C:7]([NH:12][C:13]([C@@H:15]3[CH2:17][C@@H:16]3[F:18])=[O:14])[N:8]=[CH:9]2)=[CH:4][N:3]=1.[CH3:19][C:20]1[CH:25]=[CH:24][N:23]=[CH:22][C:21]=1B(O)O.C(=O)([O-])[O-].[Na+].[Na+]. The catalyst is C(#N)C.C(OCC)(=O)C.CC(P(C(C)(C)C)C1C=CC(N(C)C)=CC=1)(C)C.CC(P(C(C)(C)C)C1C=CC(N(C)C)=CC=1)(C)C.Cl[Pd]Cl. The product is [F:18][C@H:16]1[CH2:17][C@H:15]1[C:13]([NH:12][C:7]1[N:8]=[CH:9][C:10]2[C:5]([CH:6]=1)=[CH:4][N:3]=[C:2]([C:21]1[CH:22]=[N:23][CH:24]=[CH:25][C:20]=1[CH3:19])[CH:11]=2)=[O:14]. The yield is 0.500. (5) The reactants are [F:1][C:2]1[CH:7]=[C:6]([O:8][C:9]2[CH:14]=[CH:13][N:12]=[CH:11][C:10]=2[C:15]2[CH:16]=[N:17][N:18]([CH3:20])[CH:19]=2)[C:5]([F:21])=[CH:4][C:3]=1[NH:22][C:23]([C:25]1([C:28]([NH:30][C:31]2[CH:36]=[CH:35][C:34]([F:37])=[CH:33][CH:32]=2)=[O:29])[CH2:27][CH2:26]1)=[O:24].[CH3:38][S:39]([OH:42])(=[O:41])=[O:40]. The catalyst is C(#N)C. The product is [S:39]([OH:42])(=[O:41])(=[O:40])[CH3:38].[F:1][C:2]1[CH:7]=[C:6]([O:8][C:9]2[CH:14]=[CH:13][N:12]=[CH:11][C:10]=2[C:15]2[CH:16]=[N:17][N:18]([CH3:20])[CH:19]=2)[C:5]([F:21])=[CH:4][C:3]=1[NH:22][C:23]([C:25]1([C:28]([NH:30][C:31]2[CH:32]=[CH:33][C:34]([F:37])=[CH:35][CH:36]=2)=[O:29])[CH2:27][CH2:26]1)=[O:24]. The yield is 0.740. (6) The reactants are Cl[C:2]1[S:3][C:4]([CH:8]2[O:12][CH2:11][CH2:10][O:9]2)=[C:5]([Cl:7])[N:6]=1.C([Li])CCC. The catalyst is C1COCC1. The product is [Cl:7][C:5]1[N:6]=[CH:2][S:3][C:4]=1[CH:8]1[O:12][CH2:11][CH2:10][O:9]1. The yield is 0.870. (7) The reactants are [Br:1][C:2]1[CH:7]=[C:6]([F:8])[CH:5]=[CH:4][C:3]=1[C@@H:9]1[C:14]([C:15]([O:17][C@H:18]([CH3:25])[C:19]([O:21][CH:22]([CH3:24])[CH3:23])=[O:20])=[O:16])=[C:13]([CH2:26]Br)[NH:12][C:11]([C:28]2[S:29][CH:30]=[CH:31][N:32]=2)=[N:10]1.[NH:33]1[CH2:38][CH2:37][O:36][CH2:35][CH2:34]1. The product is [Br:1][C:2]1[CH:7]=[C:6]([F:8])[CH:5]=[CH:4][C:3]=1[C@@H:9]1[C:14]([C:15]([O:17][C@H:18]([CH3:25])[C:19]([O:21][CH:22]([CH3:24])[CH3:23])=[O:20])=[O:16])=[C:13]([CH2:26][N:33]2[CH2:38][CH2:37][O:36][CH2:35][CH2:34]2)[NH:12][C:11]([C:28]2[S:29][CH:30]=[CH:31][N:32]=2)=[N:10]1. The catalyst is C(O)(C)C. The yield is 0.700. (8) The reactants are [Li+].[OH-].C[O:4][C:5]([CH:7]1[CH2:12][CH2:11][N:10]([C:13]2[CH:18]=[CH:17][CH:16]=[CH:15][CH:14]=2)[CH2:9][CH2:8]1)=[O:6]. The catalyst is C1COCC1.CO.O. The product is [C:13]1([N:10]2[CH2:11][CH2:12][CH:7]([C:5]([OH:6])=[O:4])[CH2:8][CH2:9]2)[CH:14]=[CH:15][CH:16]=[CH:17][CH:18]=1. The yield is 0.671. (9) The reactants are [N+:1]([C:4]1[CH:9]=[CH:8][C:7]([N:10]2[CH:14]=[C:13]([C:15]3[CH:20]=[CH:19][CH:18]=[CH:17][N:16]=3)[N:12]=[N:11]2)=[CH:6][CH:5]=1)([O-])=O.O.O.[Sn](Cl)Cl. The catalyst is C1COCC1.CCO. The product is [N:16]1[CH:17]=[CH:18][CH:19]=[CH:20][C:15]=1[C:13]1[N:12]=[N:11][N:10]([C:7]2[CH:8]=[CH:9][C:4]([NH2:1])=[CH:5][CH:6]=2)[CH:14]=1. The yield is 0.310.